From a dataset of Reaction yield outcomes from USPTO patents with 853,638 reactions. Predict the reaction yield, written as a fraction of the theoretical maximum amount of product (1.0 means a 100% yield; for example, 0.34 means a 34% yield). (1) The reactants are C[O:2][C:3](=O)[CH2:4][C:5]1[C:6]([Cl:12])=[N:7][CH:8]=[N:9][C:10]=1[Cl:11].CC(C[AlH]CC(C)C)C. The catalyst is CCOCC. The product is [Cl:11][C:10]1[C:5]([CH2:4][CH2:3][OH:2])=[C:6]([Cl:12])[N:7]=[CH:8][N:9]=1. The yield is 0.970. (2) The reactants are [NH:1]1[CH2:5][CH2:4][CH2:3][C@H:2]1[C:6]([OH:8])=[O:7].[CH3:9][C:10]([CH3:12])=O. The catalyst is CO.[Pd]. The product is [CH:10]([N:1]1[CH2:5][CH2:4][CH2:3][C@H:2]1[C:6]([OH:8])=[O:7])([CH3:12])[CH3:9]. The yield is 0.940. (3) The reactants are [F:1][C:2]([F:7])([F:6])[C:3]([OH:5])=[O:4].[C:8]([C:11]1[CH:29]=[CH:28][C:14]([O:15][C:16]([C:18]2[S:22][C:21]([CH2:23][CH2:24][C:25]([OH:27])=O)=[CH:20][CH:19]=2)=[O:17])=[C:13]([F:30])[CH:12]=1)(=[NH:10])[NH2:9]. The catalyst is S(Cl)(Cl)=O. The product is [F:1][C:2]([F:7])([F:6])[C:3]([OH:5])=[O:4].[F:1][C:2]([F:7])([F:6])[C:3]([OH:5])=[O:4].[C:8]([C:11]1[CH:29]=[CH:28][C:14]([O:15][C:16]([C:18]2[S:22][C:21]([CH2:23][CH2:24][C:25]([N:9]([CH2:8][CH:11]=[CH2:12])[CH2:2][C:3]([OH:5])=[O:4])=[O:27])=[CH:20][CH:19]=2)=[O:17])=[C:13]([F:30])[CH:12]=1)(=[NH:10])[NH2:9]. The yield is 0.00100. (4) The product is [F:21][C:17]1[CH:16]=[C:15]([CH:7]([C:5]2[S:6][C:2]([N:22]3[CH2:27][CH2:26][O:25][CH2:24][CH2:23]3)=[CH:3][CH:4]=2)[C:8]([CH3:14])([CH3:13])[C:9]([O:11][CH3:12])=[O:10])[CH:20]=[CH:19][CH:18]=1. The reactants are Br[C:2]1[S:6][C:5]([CH:7]([C:15]2[CH:20]=[CH:19][CH:18]=[C:17]([F:21])[CH:16]=2)[C:8]([CH3:14])([CH3:13])[C:9]([O:11][CH3:12])=[O:10])=[CH:4][CH:3]=1.[NH:22]1[CH2:27][CH2:26][O:25][CH2:24][CH2:23]1.C(P(C(C)(C)C)C1C=CC=CC=1C1C=CC=CC=1)(C)(C)C.CC(C)([O-])C.[Na+]. The yield is 0.322. The catalyst is C1(C)C=CC=CC=1.C([O-])(=O)C.[Pd+2].C([O-])(=O)C. (5) The reactants are [NH2:1][C:2]1[CH:7]=[CH:6][N:5]=[CH:4][N:3]=1.[H-].[Na+].[N+](C1C=CC([O:19][C:20]([N:22]2[CH2:25][CH:24]([O:26][C:27]3[CH:32]=[CH:31][C:30]([I:33])=[CH:29][N:28]=3)[CH2:23]2)=O)=CC=1)([O-])=O.[Cl-].[NH4+]. The catalyst is CN(C=O)C. The product is [N:5]1[CH:6]=[CH:7][C:2]([NH:1][C:20]([N:22]2[CH2:23][CH:24]([O:26][C:27]3[CH:32]=[CH:31][C:30]([I:33])=[CH:29][N:28]=3)[CH2:25]2)=[O:19])=[N:3][CH:4]=1. The yield is 0.650. (6) The reactants are C(N[C:5]1[C:6]([N+:15]([O-:17])=[O:16])=[C:7]([CH:11]=[CH:12][C:13]=1[CH3:14])[C:8]([OH:10])=[O:9])(=O)C.[OH-:18].[K+].Cl. The catalyst is O. The product is [OH:18][C:5]1[C:6]([N+:15]([O-:17])=[O:16])=[C:7]([CH:11]=[CH:12][C:13]=1[CH3:14])[C:8]([OH:10])=[O:9]. The yield is 0.934. (7) The reactants are P([O:13][CH2:14][CH2:15][N:16]([CH2:20][CH2:21][CH2:22][O:23][C:24]1[CH:33]=[C:32]2[C:27]([C:28]([NH:34][C:35]3[CH:39]=[C:38]([CH2:40][C:41]([NH:43][C:44]4[CH:49]=[CH:48][CH:47]=[C:46]([F:50])[C:45]=4[F:51])=[O:42])[NH:37][N:36]=3)=[N:29][CH:30]=[N:31]2)=[CH:26][CH:25]=1)[CH2:17][CH2:18][CH3:19])(OC(C)(C)C)(OC(C)(C)C)=O.C(NCCO)CC. No catalyst specified. The product is [F:51][C:45]1[C:46]([F:50])=[CH:47][CH:48]=[CH:49][C:44]=1[NH:43][C:41](=[O:42])[CH2:40][C:38]1[NH:37][N:36]=[C:35]([NH:34][C:28]2[C:27]3[C:32](=[CH:33][C:24]([O:23][CH2:22][CH2:21][CH2:20][N:16]([CH2:15][CH2:14][OH:13])[CH2:17][CH2:18][CH3:19])=[CH:25][CH:26]=3)[N:31]=[CH:30][N:29]=2)[CH:39]=1. The yield is 0.490. (8) The reactants are C(OC([N:8]1[CH2:13][CH2:12][C:11]([C:15]2[CH:20]=[CH:19][C:18]([Cl:21])=[CH:17][CH:16]=2)(O)[CH:10]([OH:22])[CH2:9]1)=O)(C)(C)C.C(N(S(F)(F)[F:29])CC)C.CO. The catalyst is C(Cl)Cl. The product is [Cl:21][C:18]1[CH:19]=[CH:20][C:15]([C:11]2([F:29])[CH2:12][CH2:13][NH:8][CH2:9][CH:10]2[OH:22])=[CH:16][CH:17]=1. The yield is 0.240.